From a dataset of Blood-brain barrier permeability regression values from the B3DB database. Regression/Classification. Given a drug SMILES string, predict its absorption, distribution, metabolism, or excretion properties. Task type varies by dataset: regression for continuous measurements (e.g., permeability, clearance, half-life) or binary classification for categorical outcomes (e.g., BBB penetration, CYP inhibition). For this dataset (b3db_regression), we predict Y. (1) The molecule is CC1=NC2=C(C=C1)C(=CC=C2)OCCN3CCC(CC3)CC4=CC5=C(C=C4)OCC(=O)N5. The Y is -0.390 log(BB ratio). (2) The molecule is C(=C/F)\O/C=C/F. The Y is 0.130 log(BB ratio). (3) The drug is CCC(=O)NC1CCC(CC1)CCN2CCN(CC2)C3=C(C(=CC=C3)Cl)Cl. The Y is 0.900 log(BB ratio). (4) The compound is CC(C)(C)NC(=O)C1CN(CCN1CC(CC(CC2=CC=CC=C2)C(=O)NC3C(CC4=CC=CC=C34)O)O)CC5=CN=CC=C5. The Y is -0.740 log(BB ratio). (5) The molecule is CC1CC(=CC(=O)C1C(=O)OC)NC2=CC=C(C=C2)Cl. The Y is -0.950 log(BB ratio). (6) The compound is CCOC(=O)N1CSCC1C(=O)O. The Y is -1.72 log(BB ratio). (7) The molecule is COC1=C(C=C(C=C1)CCN2CCN(CC2)CCCC3=CC=CC=C3I)OC. The Y is 0.900 log(BB ratio).